Dataset: Full USPTO retrosynthesis dataset with 1.9M reactions from patents (1976-2016). Task: Predict the reactants needed to synthesize the given product. (1) Given the product [CH:19]([P:10]([CH:14]=[CH2:15])([C:7]1[CH:8]=[CH:9][C:4]([N+:1]([O-:3])=[O:2])=[CH:5][CH:6]=1)=[O:11])=[CH2:20], predict the reactants needed to synthesize it. The reactants are: [N+:1]([C:4]1[CH:9]=[CH:8][C:7]([P:10](Cl)(Cl)=[O:11])=[CH:6][CH:5]=1)([O-:3])=[O:2].[CH:14]([Mg]Br)=[CH2:15].O1CC[CH2:20][CH2:19]1. (2) Given the product [OH:53][CH2:54][C:55]([NH:58][S:59]([C:62]1[CH:67]=[CH:66][C:65]([C:2]2[C:3]([Cl:19])=[CH:4][C:5]([NH:12][C:13]3[N:17]=[C:16]([NH2:18])[NH:15][N:14]=3)=[CH:6][C:7]=2[C:8]([F:11])([F:10])[F:9])=[CH:64][CH:63]=1)(=[O:61])=[O:60])([CH3:57])[CH3:56], predict the reactants needed to synthesize it. The reactants are: Br[C:2]1[C:7]([C:8]([F:11])([F:10])[F:9])=[CH:6][C:5]([NH:12][C:13]2[N:17]=[C:16]([NH2:18])[NH:15][N:14]=2)=[CH:4][C:3]=1[Cl:19].CN1C(C)(C)CC(SC2C=CC(B3OC(C)(C)C(C)(C)O3)=CC=2)CC1(C)C.C(=O)([O-])[O-].[K+].[K+].[OH:53][CH2:54][C:55]([NH:58][S:59]([C:62]1[CH:67]=[CH:66][C:65](B2OC(C)(C)C(C)(C)O2)=[CH:64][CH:63]=1)(=[O:61])=[O:60])([CH3:57])[CH3:56]. (3) Given the product [Cl:1][C:2]1[CH:3]=[CH:4][C:5]([C:41]#[N:42])=[C:6]([C:8]2[C:13]([O:14][CH3:15])=[CH:12][N:11]([CH:16]([CH2:31][C@H:32]3[CH2:33][CH2:34][C@@H:35]([O:38][CH3:39])[CH2:36][CH2:37]3)[C:17]([NH:19][C:20]3[CH:30]=[CH:29][C:23]([C:24]([OH:26])=[O:25])=[CH:22][CH:21]=3)=[O:18])[C:10](=[O:40])[CH:9]=2)[CH:7]=1, predict the reactants needed to synthesize it. The reactants are: [Cl:1][C:2]1[CH:3]=[CH:4][C:5]([C:41]#[N:42])=[C:6]([C:8]2[C:13]([O:14][CH3:15])=[CH:12][N:11]([CH:16]([CH2:31][C@H:32]3[CH2:37][CH2:36][C@@H:35]([O:38][CH3:39])[CH2:34][CH2:33]3)[C:17]([NH:19][C:20]3[CH:30]=[CH:29][C:23]([C:24]([O:26]CC)=[O:25])=[CH:22][CH:21]=3)=[O:18])[C:10](=[O:40])[CH:9]=2)[CH:7]=1.C(=O)([O-])[O-].[Cs+].[Cs+].Cl.